This data is from Peptide-MHC class I binding affinity with 185,985 pairs from IEDB/IMGT. The task is: Regression. Given a peptide amino acid sequence and an MHC pseudo amino acid sequence, predict their binding affinity value. This is MHC class I binding data. (1) The peptide sequence is RTWFHGSLY. The MHC is SLA-10401 with pseudo-sequence SLA-10401. The binding affinity (normalized) is 0.470. (2) The peptide sequence is EDLNLGNLNV. The MHC is Patr-B2401 with pseudo-sequence Patr-B2401. The binding affinity (normalized) is 0.128. (3) The peptide sequence is TTIFFRADK. The MHC is HLA-B57:01 with pseudo-sequence HLA-B57:01. The binding affinity (normalized) is 0.0847. (4) The peptide sequence is KITAEWLWK. The MHC is HLA-A11:01 with pseudo-sequence HLA-A11:01. The binding affinity (normalized) is 0.328. (5) The peptide sequence is TMVNSLTYF. The MHC is HLA-B15:03 with pseudo-sequence HLA-B15:03. The binding affinity (normalized) is 1.00. (6) The peptide sequence is WVKKGGHVT. The MHC is HLA-A02:03 with pseudo-sequence HLA-A02:03. The binding affinity (normalized) is 0.149.